This data is from Drug-target binding data from BindingDB using IC50 measurements. The task is: Regression. Given a target protein amino acid sequence and a drug SMILES string, predict the binding affinity score between them. We predict pIC50 (pIC50 = -log10(IC50 in M); higher means more potent). Dataset: bindingdb_ic50. The compound is CCCCN(CCCC)C(=O)CN1C[C@H](c2ccc3c(c2)OCO3)[C@@H](C(=O)O)[C@@H]1CN1CCCCS1(=O)=O. The target protein (P24530) has sequence MQPPPSLCGRALVALVLACGLSRIWGEERGFPPDRATPLLQTAEIMTPPTKTLWPKGSNASLARSLAPAEVPKGDRTAGSPPRTISPPPCQGPIEIKETFKYINTVVSCLVFVLGIIGNSTLLRIIYKNKCMRNGPNILIASLALGDLLHIVIDIPINVYKLLAEDWPFGAEMCKLVPFIQKASVGITVLSLCALSIDRYRAVASWSRIKGIGVPKWTAVEIVLIWVVSVVLAVPEAIGFDIITMDYKGSYLRICLLHPVQKTAFMQFYKTAKDWWLFSFYFCLPLAITAFFYTLMTCEMLRKKSGMQIALNDHLKQRREVAKTVFCLVLVFALCWLPLHLSRILKLTLYNQNDPNRCELLSFLLVLDYIGINMASLNSCINPIALYLVSKRFKNCFKSCLCCWCQSFEEKQSLEEKQSCLKFKANDHGYDNFRSSNKYSSS. The pIC50 is 4.0.